This data is from NCI-60 drug combinations with 297,098 pairs across 59 cell lines. The task is: Regression. Given two drug SMILES strings and cell line genomic features, predict the synergy score measuring deviation from expected non-interaction effect. (1) Drug 1: C1=NC2=C(N=C(N=C2N1C3C(C(C(O3)CO)O)O)F)N. Drug 2: C(CC(=O)O)C(=O)CN.Cl. Cell line: EKVX. Synergy scores: CSS=-5.66, Synergy_ZIP=-0.761, Synergy_Bliss=-2.61, Synergy_Loewe=-9.34, Synergy_HSA=-7.76. (2) Drug 1: CN(CC1=CN=C2C(=N1)C(=NC(=N2)N)N)C3=CC=C(C=C3)C(=O)NC(CCC(=O)O)C(=O)O. Drug 2: COC1=NC(=NC2=C1N=CN2C3C(C(C(O3)CO)O)O)N. Cell line: SNB-19. Synergy scores: CSS=66.0, Synergy_ZIP=-0.0925, Synergy_Bliss=2.92, Synergy_Loewe=-61.1, Synergy_HSA=2.21. (3) Drug 1: CC1=C2C(C(=O)C3(C(CC4C(C3C(C(C2(C)C)(CC1OC(=O)C(C(C5=CC=CC=C5)NC(=O)C6=CC=CC=C6)O)O)OC(=O)C7=CC=CC=C7)(CO4)OC(=O)C)O)C)OC(=O)C. Drug 2: C1CN(P(=O)(OC1)NCCCl)CCCl. Cell line: LOX IMVI. Synergy scores: CSS=60.5, Synergy_ZIP=12.4, Synergy_Bliss=9.67, Synergy_Loewe=-3.95, Synergy_HSA=11.0. (4) Drug 1: CC1C(C(CC(O1)OC2CC(CC3=C2C(=C4C(=C3O)C(=O)C5=C(C4=O)C(=CC=C5)OC)O)(C(=O)CO)O)N)O.Cl. Synergy scores: CSS=10.4, Synergy_ZIP=-0.245, Synergy_Bliss=2.78, Synergy_Loewe=-1.80, Synergy_HSA=-0.854. Drug 2: C1CCN(CC1)CCOC2=CC=C(C=C2)C(=O)C3=C(SC4=C3C=CC(=C4)O)C5=CC=C(C=C5)O. Cell line: RPMI-8226.